Dataset: Forward reaction prediction with 1.9M reactions from USPTO patents (1976-2016). Task: Predict the product of the given reaction. (1) The product is: [Cl:22][C:23]1[CH:28]=[CH:27][CH:26]=[CH:25][C:24]=1[S:29]([NH:1][C@H:2]1[CH2:21][N:5]2[C:6](=[O:20])[N:7]([C:9]3[CH:14]=[CH:13][C:12]([O:15][C:16]([F:19])([F:17])[F:18])=[CH:11][CH:10]=3)[CH2:8][C@@H:4]2[CH2:3]1)(=[O:31])=[O:30]. Given the reactants [NH2:1][C@H:2]1[CH2:21][N:5]2[C:6](=[O:20])[N:7]([C:9]3[CH:14]=[CH:13][C:12]([O:15][C:16]([F:19])([F:18])[F:17])=[CH:11][CH:10]=3)[CH2:8][C@@H:4]2[CH2:3]1.[Cl:22][C:23]1[CH:28]=[CH:27][CH:26]=[CH:25][C:24]=1[S:29](Cl)(=[O:31])=[O:30], predict the reaction product. (2) Given the reactants [Cl:1][C:2]1[CH:3]=[C:4]([F:30])[C:5]([C:24]2[N:28]=[C:27]([CH3:29])[O:26][N:25]=2)=[C:6]([C:8]2[CH:9]=[C:10]3[C:14](=[CH:15][CH:16]=2)[C@@H:13]([NH:17][C:18]([C:20]2([NH2:23])[CH2:22][CH2:21]2)=[O:19])[CH2:12][CH2:11]3)[CH:7]=1.[CH3:31][O:32][C:33]1[CH:37]=[C:36]([C:38](O)=[O:39])[O:35][N:34]=1, predict the reaction product. The product is: [Cl:1][C:2]1[CH:3]=[C:4]([F:30])[C:5]([C:24]2[N:28]=[C:27]([CH3:29])[O:26][N:25]=2)=[C:6]([C:8]2[CH:9]=[C:10]3[C:14](=[CH:15][CH:16]=2)[C@@H:13]([NH:17][C:18]([C:20]2([NH:23][C:38]([C:36]4[O:35][N:34]=[C:33]([O:32][CH3:31])[CH:37]=4)=[O:39])[CH2:21][CH2:22]2)=[O:19])[CH2:12][CH2:11]3)[CH:7]=1. (3) Given the reactants [Br:1][C:2]1[CH:7]=[CH:6][CH:5]=[C:4](I)[CH:3]=1.[SH:9][CH2:10][CH2:11][C:12]([O:14][CH2:15][CH3:16])=[O:13], predict the reaction product. The product is: [Br:1][C:2]1[CH:3]=[C:4]([S:9][CH2:10][CH2:11][C:12]([O:14][CH2:15][CH3:16])=[O:13])[CH:5]=[CH:6][CH:7]=1. (4) Given the reactants [Br:1][C:2]1[CH:3]=[C:4]2[C:8](=[CH:9][CH:10]=1)[C@@H:7]([NH2:11])[CH2:6][CH2:5]2.C(N(C(C)C)CC)(C)C.[Cl:21][C:22]1[C:27]([N:28]=[C:29](Cl)[CH2:30][CH3:31])=[C:26]([CH3:33])[CH:25]=[C:24]([C:34](=[O:38])[CH:35]([CH3:37])[CH3:36])[N:23]=1, predict the reaction product. The product is: [Br:1][C:2]1[CH:3]=[C:4]2[C:8](=[CH:9][CH:10]=1)[C@@H:7]([NH:11][C:29](=[N:28][C:27]1[C:22]([Cl:21])=[N:23][C:24]([C:34](=[O:38])[CH:35]([CH3:36])[CH3:37])=[CH:25][C:26]=1[CH3:33])[CH2:30][CH3:31])[CH2:6][CH2:5]2. (5) Given the reactants [CH3:1][N:2]([CH3:24])[C:3]1[CH:23]=[CH:22][C:6]([CH2:7][CH:8]2[C:17]3[C:12](=[CH:13][C:14]([O:20][CH3:21])=[C:15]([O:18][CH3:19])[CH:16]=3)[CH2:11][CH2:10][NH:9]2)=[CH:5][CH:4]=1.Br[CH2:26][C:27](Br)=[O:28].[CH:30]1([NH2:40])[C:39]2[C:34](=[CH:35][CH:36]=[CH:37][CH:38]=2)[CH2:33][CH2:32][CH2:31]1, predict the reaction product. The product is: [CH3:24][N:2]([CH3:1])[C:3]1[CH:4]=[CH:5][C:6]([CH2:7][CH:8]2[C:17]3[C:12](=[CH:13][C:14]([O:20][CH3:21])=[C:15]([O:18][CH3:19])[CH:16]=3)[CH2:11][CH2:10][N:9]2[CH2:26][C:27]([NH:40][CH:30]2[C:39]3[C:34](=[CH:35][CH:36]=[CH:37][CH:38]=3)[CH2:33][CH2:32][CH2:31]2)=[O:28])=[CH:22][CH:23]=1. (6) Given the reactants Br[C:2]1[N:7]=[C:6]([C:8]([O:10][CH2:11][CH3:12])=[O:9])[CH:5]=[CH:4][CH:3]=1.[Cl:13][C:14]1[CH:15]=[CH:16][C:17]([O:28][CH3:29])=[C:18]([C:20]2[CH2:24][CH2:23][CH2:22][C:21]=2B(O)O)[CH:19]=1.C(=O)([O-])[O-].[K+].[K+].C1(C)C=CC=CC=1.C(O)C, predict the reaction product. The product is: [Cl:13][C:14]1[CH:15]=[CH:16][C:17]([O:28][CH3:29])=[C:18]([C:20]2[CH2:24][CH2:23][CH2:22][C:21]=2[C:2]2[N:7]=[C:6]([C:8]([O:10][CH2:11][CH3:12])=[O:9])[CH:5]=[CH:4][CH:3]=2)[CH:19]=1. (7) Given the reactants Br[C:2]1[CH:3]=[C:4]([C:8]2([C:11]([O:13][CH2:14][CH3:15])=[O:12])[CH2:10][CH2:9]2)[CH:5]=[CH:6][CH:7]=1.[OH2:16].[CH3:17]CCCC, predict the reaction product. The product is: [CH:17]([C:2]1[CH:3]=[C:4]([C:8]2([C:11]([O:13][CH2:14][CH3:15])=[O:12])[CH2:10][CH2:9]2)[CH:5]=[CH:6][CH:7]=1)=[O:16].